Dataset: Full USPTO retrosynthesis dataset with 1.9M reactions from patents (1976-2016). Task: Predict the reactants needed to synthesize the given product. (1) The reactants are: [OH:1][C:2]1[CH:7]=[CH:6][C:5]([CH2:8][CH2:9][CH2:10][N:11]2[C:19](=[O:20])[C:18]3[C:13](=[CH:14][CH:15]=[CH:16][CH:17]=3)[C:12]2=[O:21])=[CH:4][CH:3]=1.[F:22][C:23]([F:36])([F:35])[S:24](O[S:24]([C:23]([F:36])([F:35])[F:22])(=[O:26])=[O:25])(=[O:26])=[O:25].O.C(OCC)C. Given the product [F:22][C:23]([F:36])([F:35])[S:24]([O:1][C:2]1[CH:7]=[CH:6][C:5]([CH2:8][CH2:9][CH2:10][N:11]2[C:19](=[O:20])[C:18]3[C:13](=[CH:14][CH:15]=[CH:16][CH:17]=3)[C:12]2=[O:21])=[CH:4][CH:3]=1)(=[O:26])=[O:25], predict the reactants needed to synthesize it. (2) The reactants are: [Br:1][C:2]1[CH:3]=[C:4]([C:10]2[C:18]3[C:13](=[N:14][CH:15]=[N:16][C:17]=3[NH2:19])[N:12]([CH:20]([CH3:22])[CH3:21])[N:11]=2)[CH:5]=[C:6]([O:8]C)[CH:7]=1.B(Br)(Br)Br. Given the product [NH2:19][C:17]1[N:16]=[CH:15][N:14]=[C:13]2[N:12]([CH:20]([CH3:22])[CH3:21])[N:11]=[C:10]([C:4]3[CH:5]=[C:6]([OH:8])[CH:7]=[C:2]([Br:1])[CH:3]=3)[C:18]=12, predict the reactants needed to synthesize it. (3) Given the product [CH3:13][C:8]1[CH:7]=[CH:6][C:5]2[C:10](=[C:11]([CH3:12])[C:2]([C:17]([OH:21])=[O:16])=[CH:3][CH:4]=2)[N:9]=1, predict the reactants needed to synthesize it. The reactants are: Br[C:2]1[C:11]([CH3:12])=[C:10]2[C:5]([CH:6]=[CH:7][C:8]([CH3:13])=[N:9]2)=[CH:4][CH:3]=1.C([O:16][C:17](=[O:21])C([O-])=O)C.[K+].[OH-].[Na+]. (4) The reactants are: [F:1][C:2]([F:24])([F:23])[C:3]1[CH:4]=[C:5]([NH:9][C:10](=[O:22])[CH2:11][C:12]([NH:14][C:15]2[CH:20]=[CH:19][N:18]=[C:17]([Cl:21])[CH:16]=2)=[O:13])[CH:6]=[CH:7][CH:8]=1.[Cl:25][C:26]1[CH:33]=[CH:32][C:29]([CH:30]=O)=[CH:28][CH:27]=1. Given the product [Cl:25][C:26]1[CH:33]=[CH:32][C:29](/[CH:30]=[C:11](/[C:10]([NH:9][C:5]2[CH:6]=[CH:7][CH:8]=[C:3]([C:2]([F:1])([F:23])[F:24])[CH:4]=2)=[O:22])\[C:12]([NH:14][C:15]2[CH:20]=[CH:19][N:18]=[C:17]([Cl:21])[CH:16]=2)=[O:13])=[CH:28][CH:27]=1, predict the reactants needed to synthesize it. (5) Given the product [Cl:8][C:6]1[CH:5]=[C:4]([CH2:9][S:10]([NH:13][C:14]2[N:15]=[N:16][C:17]([S:22][CH:27]([CH3:28])[CH3:26])=[CH:18][C:19]=2[O:20][CH3:21])(=[O:12])=[O:11])[CH:3]=[C:2]([Cl:1])[CH:7]=1, predict the reactants needed to synthesize it. The reactants are: [Cl:1][C:2]1[CH:3]=[C:4]([CH2:9][S:10]([NH:13][C:14]2[N:15]=[N:16][C:17]([S:22]CCC)=[CH:18][C:19]=2[O:20][CH3:21])(=[O:12])=[O:11])[CH:5]=[C:6]([Cl:8])[CH:7]=1.[CH3:26][CH:27](S)[CH3:28].C(S)CC. (6) Given the product [Cl:1][C:2]1[CH:7]=[CH:6][C:5]([CH:8]([CH:10]([NH2:26])[CH2:11][CH3:12])[CH3:9])=[CH:4][C:3]=1[O:14][CH2:15][CH2:16][O:17][CH3:18], predict the reactants needed to synthesize it. The reactants are: [Cl:1][C:2]1[CH:7]=[CH:6][C:5]([CH:8]([C:10](=O)[CH2:11][CH3:12])[CH3:9])=[CH:4][C:3]=1[O:14][CH2:15][CH2:16][O:17][CH3:18].C([O-])(=O)C.[NH4+].[BH3-]C#[N:26].[Na+].[OH-].[Na+].